This data is from Catalyst prediction with 721,799 reactions and 888 catalyst types from USPTO. The task is: Predict which catalyst facilitates the given reaction. (1) Reactant: [F:1][C:2]1([F:20])[O:19][C:6]2([CH2:11][CH2:10][N:9]([C:12]([O:14][C:15]([CH3:18])([CH3:17])[CH3:16])=[O:13])[CH2:8][CH2:7]2)[CH2:5][NH:4][CH2:3]1.C([O-])([O-])=O.[K+].[K+].Br[CH2:28][C:29]#[C:30][CH3:31]. Product: [CH2:28]([N:4]1[CH2:3][C:2]([F:1])([F:20])[O:19][C:6]2([CH2:7][CH2:8][N:9]([C:12]([O:14][C:15]([CH3:16])([CH3:17])[CH3:18])=[O:13])[CH2:10][CH2:11]2)[CH2:5]1)[C:29]#[C:30][CH3:31]. The catalyst class is: 42. (2) Reactant: [C:1]([O:11][CH:12]([C:14]([O:17][CH2:18][CH2:19][OH:20])([F:16])[F:15])[F:13])([C:4]([C:7]([F:10])([F:9])[F:8])([F:6])[F:5])([F:3])[F:2].C(=O)([O-])[O-].[K+].[K+].[F:27][C:28]([F:35])([F:34])[C:29]([F:33])=[C:30]([F:32])[F:31]. Product: [C:1]([O:11][CH:12]([C:14]([O:17][CH2:18][CH2:19][O:20][C:30]([CH:29]([C:28]([F:35])([F:34])[F:27])[F:33])([F:32])[F:31])([F:16])[F:15])[F:13])([C:4]([C:7]([F:9])([F:8])[F:10])([F:6])[F:5])([F:3])[F:2]. The catalyst class is: 10.